From a dataset of Full USPTO retrosynthesis dataset with 1.9M reactions from patents (1976-2016). Predict the reactants needed to synthesize the given product. (1) Given the product [OH:21][C:20]1[C:22]([O:23][CH3:24])=[CH:25][CH:26]=[CH:27][C:19]=1[CH:18]=[CH:1][C:2]1[N:7]([C:8]2[CH:9]=[CH:10][CH:11]=[CH:12][CH:13]=2)[C:6](=[O:14])[C:5]([CH3:15])=[C:4]([CH3:16])[N:3]=1, predict the reactants needed to synthesize it. The reactants are: [CH3:1][C:2]1[N:7]([C:8]2[CH:13]=[CH:12][CH:11]=[CH:10][CH:9]=2)[C:6](=[O:14])[C:5]([CH3:15])=[C:4]([CH3:16])[N:3]=1.O=[CH:18][C:19]1[CH:27]=[CH:26][CH:25]=[C:22]([O:23][CH3:24])[C:20]=1[OH:21]. (2) Given the product [OH:36][C:28]1[C:29]([CH:33]([CH3:35])[CH3:34])=[CH:30][CH:31]=[CH:32][C:27]=1[CH2:26][Si:9]([CH2:8][C:7]1[CH:41]=[CH:42][CH:43]=[C:44]([CH:45]([CH3:46])[CH3:47])[C:6]=1[OH:5])([CH2:11][C:12]1[CH:17]=[CH:16][CH:15]=[C:14]([CH:18]([CH3:20])[CH3:19])[C:13]=1[OH:21])[CH3:10], predict the reactants needed to synthesize it. The reactants are: C(OC[O:5][C:6]1[C:44]([CH:45]([CH3:47])[CH3:46])=[CH:43][CH:42]=[CH:41][C:7]=1[CH2:8][Si:9]([CH2:26][C:27]1[CH:32]=[CH:31][CH:30]=[C:29]([CH:33]([CH3:35])[CH3:34])[C:28]=1[O:36]COCC)([CH2:11][C:12]1[CH:17]=[CH:16][CH:15]=[C:14]([CH:18]([CH3:20])[CH3:19])[C:13]=1[O:21]COCC)[CH3:10])C.C1(C)C=CC(S([O-])(=O)=O)=CC=1.[NH+]1C=CC=CC=1. (3) Given the product [NH2:1][CH2:4][C@@H:5]([NH:13][C:14]([N:16]1[CH2:21][CH2:20][CH2:19][C@@H:18]([C@:22]([OH:35])([C:29]2[CH:30]=[CH:31][CH:32]=[CH:33][CH:34]=2)[CH2:23][CH2:24][CH2:25][CH2:26][O:27][CH3:28])[CH2:17]1)=[O:15])[CH2:6][C:7]1[CH:8]=[CH:9][CH:10]=[CH:11][CH:12]=1, predict the reactants needed to synthesize it. The reactants are: [N:1]([CH2:4][C@@H:5]([NH:13][C:14]([N:16]1[CH2:21][CH2:20][CH2:19][C@@H:18]([C@:22]([OH:35])([C:29]2[CH:34]=[CH:33][CH:32]=[CH:31][CH:30]=2)[CH2:23][CH2:24][CH2:25][CH2:26][O:27][CH3:28])[CH2:17]1)=[O:15])[CH2:6][C:7]1[CH:12]=[CH:11][CH:10]=[CH:9][CH:8]=1)=[N+]=[N-].O. (4) Given the product [N:65]([CH2:21][C@@H:13]1[C@H:14]2[O:18][C:17]([CH3:20])([CH3:19])[O:16][C@H:15]2[C@H:11]([N:6]2[CH:5]=[N:4][C:3]3[C:7]2=[N:8][CH:9]=[N:10][C:2]=3[Cl:1])[CH2:12]1)=[N+:66]=[N-:67], predict the reactants needed to synthesize it. The reactants are: [Cl:1][C:2]1[N:10]=[CH:9][N:8]=[C:7]2[C:3]=1[N:4]=[CH:5][N:6]2[C@H:11]1[C@@H:15]2[O:16][C:17]([CH3:20])([CH3:19])[O:18][C@@H:14]2[C@@H:13]([CH2:21]O)[CH2:12]1.C1(P(C2C=CC=CC=2)C2C=CC=CC=2)C=CC=CC=1.N(C(OC(C)C)=O)=NC(OC(C)C)=O.C1C=CC(OP(OC2C=CC=CC=2)([N:65]=[N+:66]=[N-:67])=O)=CC=1. (5) Given the product [C:13]([C:12]1[CH:15]=[CH:16][C:9]([O:8][CH:3]([C:2]([CH3:1])([CH3:21])[CH2:6][OH:5])[C:4]([NH:27][CH2:26][C:25]2[CH:28]=[CH:29][C:30]([O:32][CH3:33])=[CH:31][C:24]=2[O:23][CH3:22])=[O:7])=[CH:10][C:11]=1[C:17]([F:20])([F:19])[F:18])#[N:14], predict the reactants needed to synthesize it. The reactants are: [CH3:1][C:2]1([CH3:21])[CH2:6][O:5][C:4](=[O:7])[CH:3]1[O:8][C:9]1[CH:16]=[CH:15][C:12]([C:13]#[N:14])=[C:11]([C:17]([F:20])([F:19])[F:18])[CH:10]=1.[CH3:22][O:23][C:24]1[CH:31]=[C:30]([O:32][CH3:33])[CH:29]=[CH:28][C:25]=1[CH2:26][NH2:27]. (6) Given the product [CH:1]1([C:4]2[N:8]([C:9]3[CH:14]=[CH:13][CH:12]=[C:11]([C:15]([F:18])([F:17])[F:16])[CH:10]=3)[N:7]=[C:6]([CH3:19])[C:5]=2[C:20]([N:22]2[CH2:23][CH2:24][CH:25]([N:32]3[CH2:33][CH2:34][C@H:30]([OH:29])[CH2:31]3)[CH2:26][CH2:27]2)=[O:21])[CH2:2][CH2:3]1, predict the reactants needed to synthesize it. The reactants are: [CH:1]1([C:4]2[N:8]([C:9]3[CH:14]=[CH:13][CH:12]=[C:11]([C:15]([F:18])([F:17])[F:16])[CH:10]=3)[N:7]=[C:6]([CH3:19])[C:5]=2[C:20]([N:22]2[CH2:27][CH2:26][C:25](=O)[CH2:24][CH2:23]2)=[O:21])[CH2:3][CH2:2]1.[OH:29][C@H:30]1[CH2:34][CH2:33][NH:32][CH2:31]1.